This data is from Full USPTO retrosynthesis dataset with 1.9M reactions from patents (1976-2016). The task is: Predict the reactants needed to synthesize the given product. (1) The reactants are: [Br:1][C:2]1[C:7]([F:8])=[CH:6][C:5]([N:9]2[C:18]3[C:13](=[CH:14][C:15]([S:19]([NH:22][C:23]4[CH:27]=[CH:26][O:25][N:24]=4)(=[O:21])=[O:20])=[CH:16][CH:17]=3)[CH:12]=[CH:11][C:10]2=[O:28])=[C:4]([O:29][CH2:30][C:31]#[N:32])[CH:3]=1.Br[CH:34](C)C#N.C1(O)C=CC=CC=1. Given the product [Br:1][C:2]1[C:7]([F:8])=[CH:6][C:5]([N:9]2[C:18]3[C:13](=[CH:14][C:15]([S:19]([NH:22][C:23]4[CH:27]=[CH:26][O:25][N:24]=4)(=[O:20])=[O:21])=[CH:16][CH:17]=3)[CH:12]=[CH:11][C:10]2=[O:28])=[C:4]([O:29][CH:30]([C:31]#[N:32])[CH3:34])[CH:3]=1, predict the reactants needed to synthesize it. (2) Given the product [CH2:1]([N:8]1[C:13](=[O:14])[CH2:12][NH:11][C:10]2[N:15]=[CH:16][C:17]([C:19]3[CH:20]=[C:21]([CH:25]=[CH:26][CH:27]=3)[C:22]([NH:30][CH2:28][CH3:29])=[O:24])=[CH:18][C:9]1=2)[C:2]1[CH:7]=[CH:6][CH:5]=[CH:4][CH:3]=1, predict the reactants needed to synthesize it. The reactants are: [CH2:1]([N:8]1[C:13](=[O:14])[CH2:12][NH:11][C:10]2[N:15]=[CH:16][C:17]([C:19]3[CH:20]=[C:21]([CH:25]=[CH:26][CH:27]=3)[C:22]([OH:24])=O)=[CH:18][C:9]1=2)[C:2]1[CH:7]=[CH:6][CH:5]=[CH:4][CH:3]=1.[CH2:28]([NH2:30])[CH3:29]. (3) Given the product [Br:18][C:8]1[C:6]2[N:7]=[C:2]([Cl:1])[N:3]=[CH:4][C:5]=2[NH:10][CH:9]=1, predict the reactants needed to synthesize it. The reactants are: [Cl:1][C:2]1[N:3]=[CH:4][C:5]2[NH:10][CH:9]=[CH:8][C:6]=2[N:7]=1.C1C(=O)N([Br:18])C(=O)C1. (4) Given the product [Cl:5][C:6]1[CH:7]=[C:8]2[C:13](=[CH:14][CH:15]=1)[CH:12]=[C:11]([S:16][CH2:19][C@@H:18]([OH:17])[C:20]([O:22][CH3:23])=[O:21])[CH:10]=[CH:9]2, predict the reactants needed to synthesize it. The reactants are: C([Mg]Br)C.[Cl:5][C:6]1[CH:7]=[C:8]2[C:13](=[CH:14][CH:15]=1)[CH:12]=[C:11]([SH:16])[CH:10]=[CH:9]2.[O:17]1[CH2:19][C@@H:18]1[C:20]([O:22][CH3:23])=[O:21].[Cl-].[NH4+]. (5) Given the product [O:1]=[S:2]1(=[O:32])[CH2:7][CH2:6][N:5]([C:8]2[CH:13]=[CH:12][C:11]([C@H:14]([C:25]3[CH:30]=[CH:29][CH:28]=[CH:27][C:26]=3[CH3:31])[CH2:15]/[C:16](/[C:18]3[CH:23]=[CH:22][N:21]=[C:20]([CH3:24])[CH:19]=3)=[N:34]\[OH:35])=[CH:10][CH:9]=2)[CH2:4][CH2:3]1, predict the reactants needed to synthesize it. The reactants are: [O:1]=[S:2]1(=[O:32])[CH2:7][CH2:6][N:5]([C:8]2[CH:13]=[CH:12][C:11]([C@H:14]([C:25]3[CH:30]=[CH:29][CH:28]=[CH:27][C:26]=3[CH3:31])[CH2:15][C:16]([C:18]3[CH:23]=[CH:22][N:21]=[C:20]([CH3:24])[CH:19]=3)=O)=[CH:10][CH:9]=2)[CH2:4][CH2:3]1.Cl.[NH2:34][OH:35].C([O-])(O)=O.[Na+]. (6) The reactants are: [F:1][CH:2]([F:36])[O:3][C:4]1[CH:5]=[CH:6][C:7]([C:16]2[NH:33][C:19]3[CH:20]=[N:21][N:22](COCC[Si](C)(C)C)[C:23](=[O:24])[C:18]=3[C:17]=2[CH2:34][CH3:35])=[C:8]2[C:13]=1[O:12][C:11]([CH3:15])([CH3:14])[CH:10]=[CH:9]2.[Cl:37]C1C2C(=O)NN=CC=2N(COCC[Si](C)(C)C)C=1C1C=CC(OC(F)F)=C(OC2CC2)C=1. Given the product [ClH:37].[F:36][CH:2]([F:1])[O:3][C:4]1[CH:5]=[CH:6][C:7]([C:16]2[NH:33][C:19]3[CH:20]=[N:21][NH:22][C:23](=[O:24])[C:18]=3[C:17]=2[CH2:34][CH3:35])=[C:8]2[C:13]=1[O:12][C:11]([CH3:15])([CH3:14])[CH:10]=[CH:9]2, predict the reactants needed to synthesize it. (7) Given the product [CH:1]12[CH2:10][CH:5]3[CH2:6][CH:7]([CH2:9][CH:3]([CH2:4]3)[CH:2]1[NH:11][C:12]([C:14]1[CH:15]=[N:16][N:17]([C:23]3[CH:28]=[CH:27][C:26]([C:60]([O:62][CH2:63][CH3:64])=[O:61])=[C:25]([C:30]([F:33])([F:32])[F:31])[CH:24]=3)[C:18]=1[C:19]([CH3:22])([CH3:21])[CH3:20])=[O:13])[CH2:8]2, predict the reactants needed to synthesize it. The reactants are: [CH:1]12[CH2:10][CH:5]3[CH2:6][CH:7]([CH2:9][CH:3]([CH2:4]3)[CH:2]1[NH:11][C:12]([C:14]1[CH:15]=[N:16][N:17]([C:23]3[CH:28]=[CH:27][C:26](Cl)=[C:25]([C:30]([F:33])([F:32])[F:31])[CH:24]=3)[C:18]=1[C:19]([CH3:22])([CH3:21])[CH3:20])=[O:13])[CH2:8]2.C12CC3CC(CC(C3)C1NC(C1C=NN(C3C=CC([C:60]([O:62][CH2:63][CH3:64])=[O:61])=CC=3C)C=1C(C)(C)C)=O)C2.